Task: Predict the reaction yield, written as a fraction of the theoretical maximum amount of product (1.0 means a 100% yield; for example, 0.34 means a 34% yield).. Dataset: Reaction yield outcomes from USPTO patents with 853,638 reactions The reactants are [CH3:1][C:2]1[C:7]([CH3:8])=[C:6](O)[C:5]([CH3:10])=[CH:4][C:3]=1[OH:11].[C:12](=[O:15])([O-])[O-].[K+].[K+].[CH3:18]I. The catalyst is CCC(C)=O. The product is [CH3:18][O:11][C:3]1[CH:4]=[C:5]([CH3:10])[C:6]([O:15][CH3:12])=[C:7]([CH3:8])[C:2]=1[CH3:1]. The yield is 0.800.